This data is from Full USPTO retrosynthesis dataset with 1.9M reactions from patents (1976-2016). The task is: Predict the reactants needed to synthesize the given product. (1) Given the product [C:1]([C:4]1[C:9]([C:10]2[CH:15]=[CH:14][CH:13]=[CH:12][CH:11]=2)=[N:8][N:7]([CH2:16][CH3:17])[C:6](=[O:18])[C:5]=1[NH:19][C:29]1[CH:28]=[CH:27][CH:26]=[C:25]2[C:30]=1[NH:22][N:23]=[CH:24]2)(=[O:3])[CH3:2], predict the reactants needed to synthesize it. The reactants are: [C:1]([C:4]1[C:9]([C:10]2[CH:15]=[CH:14][CH:13]=[CH:12][CH:11]=2)=[N:8][N:7]([CH2:16][CH3:17])[C:6](=[O:18])[C:5]=1[N+:19]([O-])=O)(=[O:3])[CH3:2].[NH:22]1[C:30]2[C:25](=[CH:26][CH:27]=[CH:28][C:29]=2N)[CH:24]=[N:23]1. (2) The reactants are: [CH3:1][O:2][C:3]1[CH:4]=[CH:5][C:6]([CH3:10])=[C:7](N)[CH:8]=1.N([O-])=[O:12].[Na+]. Given the product [CH3:1][O:2][C:3]1[CH:4]=[CH:5][C:6]([CH3:10])=[C:7]([OH:12])[CH:8]=1, predict the reactants needed to synthesize it. (3) The reactants are: [NH2:1][C:2]1[N:7]=[C:6]([OH:8])[CH:5]=[CH:4][C:3]=1[Br:9].N[C:11]1N=C(O)C=CC=1.BrBr. Given the product [Br:9][C:3]1[C:2]([NH2:1])=[N:7][C:6]([O:8][CH3:11])=[CH:5][CH:4]=1, predict the reactants needed to synthesize it.